From a dataset of CYP3A4 substrate classification data from Carbon-Mangels et al.. Regression/Classification. Given a drug SMILES string, predict its absorption, distribution, metabolism, or excretion properties. Task type varies by dataset: regression for continuous measurements (e.g., permeability, clearance, half-life) or binary classification for categorical outcomes (e.g., BBB penetration, CYP inhibition). Dataset: cyp3a4_substrate_carbonmangels. The drug is Cc1ccnc2c1NC(=O)c1cccnc1N2C1CC1. The result is 1 (substrate).